Dataset: Full USPTO retrosynthesis dataset with 1.9M reactions from patents (1976-2016). Task: Predict the reactants needed to synthesize the given product. (1) Given the product [F:23][C:24]1[CH:31]=[CH:30][C:27]([CH2:28][N:20]2[CH2:21][CH2:22][N:17]([C:14]3[C:15]4[C:10](=[CH:9][CH:8]=[C:7]([O:6][CH3:5])[CH:16]=4)[CH:11]=[CH:12][N:13]=3)[CH2:18][CH2:19]2)=[CH:26][CH:25]=1, predict the reactants needed to synthesize it. The reactants are: CC(C)=O.[CH3:5][O:6][C:7]1[CH:16]=[C:15]2[C:10]([CH:11]=[CH:12][N:13]=[C:14]2[N:17]2[CH2:22][CH2:21][NH:20][CH2:19][CH2:18]2)=[CH:9][CH:8]=1.[F:23][C:24]1[CH:31]=[CH:30][C:27]([CH2:28]Br)=[CH:26][CH:25]=1. (2) Given the product [CH2:1]([O:3][C:4](=[O:32])[C:5]1[CH:10]=[C:9]([O:11][CH2:12][CH2:13][O:14][CH3:15])[C:8]([O:16][CH2:17][CH2:18][O:19][CH3:20])=[CH:7][C:6]=1[NH:21][C:22](=[O:31])[C:23]1[CH:28]=[CH:27][CH:26]=[C:25]([CH2:29][S:40][CH2:41][CH:42]([OH:45])[CH2:43][OH:44])[CH:24]=1)[CH3:2], predict the reactants needed to synthesize it. The reactants are: [CH2:1]([O:3][C:4](=[O:32])[C:5]1[CH:10]=[C:9]([O:11][CH2:12][CH2:13][O:14][CH3:15])[C:8]([O:16][CH2:17][CH2:18][O:19][CH3:20])=[CH:7][C:6]=1[NH:21][C:22](=[O:31])[C:23]1[CH:28]=[CH:27][CH:26]=[C:25]([CH2:29]Cl)[CH:24]=1)[CH3:2].C(N(CC)CC)C.[SH:40][CH2:41][CH:42]([OH:45])[CH2:43][OH:44].ClCC1C=C(C=CC=1)C(O)=O. (3) Given the product [Cl:11][C:12]1[CH:17]=[CH:16][C:15]([C@:18]2([O:36][C@H:35]([CH2:37][O:38][C:39](=[O:41])[CH3:40])[C@@H:30]([O:31][C:32](=[O:34])[CH3:33])[C@H:25]([O:26][C:27](=[O:29])[CH3:28])[C@H:20]2[O:21][C:22](=[O:24])[CH3:23])[OH:19])=[CH:14][C:13]=1[CH2:42][C:43]1[CH:48]=[CH:7][C:8]([CH3:9])=[CH:10][CH:44]=1, predict the reactants needed to synthesize it. The reactants are: [H-].[CH2:7]([Al+][CH2:7][CH:8]([CH3:10])[CH3:9])[CH:8]([CH3:10])[CH3:9].[Cl:11][C:12]1[CH:17]=[CH:16][C:15]([C@:18]2([O:36][C@H:35]([CH2:37][O:38][C:39](=[O:41])[CH3:40])[C@@H:30]([O:31][C:32](=[O:34])[CH3:33])[C@H:25]([O:26][C:27](=[O:29])[CH3:28])[C@H:20]2[O:21][C:22](=[O:24])[CH3:23])[OH:19])=[CH:14][C:13]=1[CH2:42][C:43]1[CH:48]=CC(OS(C(F)(F)F)(=O)=O)=C[CH:44]=1.[Zn](C)C. (4) Given the product [CH3:1][C:2]1([CH3:10])[CH2:7][CH2:6][CH2:5][CH2:4][CH:3]1[NH2:8], predict the reactants needed to synthesize it. The reactants are: [CH3:1][C:2]1([CH3:10])[CH2:7][CH2:6][CH2:5][CH2:4][C:3]1=[N:8]O.[H-].[Al+3].[Li+].[H-].[H-].[H-].